This data is from Forward reaction prediction with 1.9M reactions from USPTO patents (1976-2016). The task is: Predict the product of the given reaction. (1) Given the reactants [Cl:1][C:2]1[C:7]([Cl:8])=[CH:6][C:5]([S:9]([OH:12])(=[O:11])=[O:10])=[C:4]([NH:13][C:14]([C:16]2[CH:20]=[C:19]([C:21]3[CH:26]=[CH:25][C:24]([Cl:27])=[CH:23][CH:22]=3)[O:18][C:17]=2[C:28]([F:31])([F:30])[F:29])=[O:15])[CH:3]=1.[CH2:32](Cl)Cl, predict the reaction product. The product is: [CH3:32][O:11][S:9]([C:5]1[CH:6]=[C:7]([Cl:8])[C:2]([Cl:1])=[CH:3][C:4]=1[NH:13][C:14]([C:16]1[CH:20]=[C:19]([C:21]2[CH:22]=[CH:23][C:24]([Cl:27])=[CH:25][CH:26]=2)[O:18][C:17]=1[C:28]([F:29])([F:31])[F:30])=[O:15])(=[O:12])=[O:10]. (2) Given the reactants [OH-].[Na+].C([O:5][C:6](=[O:40])[CH2:7][C:8]1[N:9]=[C:10]([C:13]2[CH:18]=[CH:17][C:16]([C:19]([CH2:37][CH3:38])([C:22]3[CH:27]=[CH:26][C:25]([CH2:28][CH2:29][CH:30]([OH:35])[C:31]([CH3:34])([CH3:33])[CH3:32])=[C:24]([CH3:36])[CH:23]=3)[CH2:20][CH3:21])=[CH:15][C:14]=2[CH3:39])[S:11][CH:12]=1)C.Cl, predict the reaction product. The product is: [CH2:20]([C:19]([C:16]1[CH:17]=[CH:18][C:13]([C:10]2[S:11][CH:12]=[C:8]([CH2:7][C:6]([OH:40])=[O:5])[N:9]=2)=[C:14]([CH3:39])[CH:15]=1)([C:22]1[CH:27]=[CH:26][C:25]([CH2:28][CH2:29][CH:30]([OH:35])[C:31]([CH3:33])([CH3:34])[CH3:32])=[C:24]([CH3:36])[CH:23]=1)[CH2:37][CH3:38])[CH3:21]. (3) The product is: [Cl:11][C:12]1[N:13]=[C:14]([O:1][CH2:2][C:3]2[CH:4]=[C:5]([CH:8]=[CH:9][CH:10]=2)[C:6]#[N:7])[CH:15]=[N:16][CH:17]=1. Given the reactants [OH:1][CH2:2][C:3]1[CH:4]=[C:5]([CH:8]=[CH:9][CH:10]=1)[C:6]#[N:7].[Cl:11][C:12]1[CH:17]=[N:16][CH:15]=[C:14](Cl)[N:13]=1.[H-].[Na+].Cl, predict the reaction product. (4) Given the reactants [NH2:1][C:2]1[CH:7]=[CH:6][CH:5]=[CH:4][N:3]=1.Br[CH2:9][C:10]([C:12]1[CH:17]=[CH:16][C:15]([N+:18]([O-:20])=[O:19])=[CH:14][CH:13]=1)=O.C(=O)(O)[O-].[Na+], predict the reaction product. The product is: [N+:18]([C:15]1[CH:16]=[CH:17][C:12]([C:10]2[N:1]=[C:2]3[CH:7]=[CH:6][CH:5]=[CH:4][N:3]3[CH:9]=2)=[CH:13][CH:14]=1)([O-:20])=[O:19]. (5) Given the reactants [CH2:1]([O:8][C:9]1[CH:10]=[C:11](/[C:26](=[N:38]\[NH:39]C(OCC)=O)/[CH2:27][C:28]2[C:29]([C:34]([F:37])([F:36])[F:35])=[N:30][CH:31]=[CH:32][CH:33]=2)[CH:12]=[C:13]([N+:23]([O-:25])=[O:24])[C:14]=1[O:15][CH2:16][C:17]1[CH:22]=[CH:21][CH:20]=[CH:19][CH:18]=1)[C:2]1[CH:7]=[CH:6][CH:5]=[CH:4][CH:3]=1.[S:45](Cl)(Cl)=O, predict the reaction product. The product is: [CH2:1]([O:8][C:9]1[CH:10]=[C:11]([C:26]2[N:38]=[N:39][S:45][C:27]=2[C:28]2[C:29]([C:34]([F:37])([F:36])[F:35])=[N:30][CH:31]=[CH:32][CH:33]=2)[CH:12]=[C:13]([N+:23]([O-:25])=[O:24])[C:14]=1[O:15][CH2:16][C:17]1[CH:22]=[CH:21][CH:20]=[CH:19][CH:18]=1)[C:2]1[CH:7]=[CH:6][CH:5]=[CH:4][CH:3]=1. (6) The product is: [O:1]1[C:5]([CH2:16][C:15]2[CH:18]=[C:11]([Br:10])[CH:12]=[CH:13][C:14]=2[Cl:19])=[CH:4][C:3]2[CH:6]=[CH:7][CH:8]=[CH:9][C:2]1=2. Given the reactants [O:1]1[CH:5]=[CH:4][C:3]2[CH:6]=[CH:7][CH:8]=[CH:9][C:2]1=2.[Br:10][C:11]1[CH:12]=[CH:13][C:14]([Cl:19])=[C:15]([CH:18]=1)[CH:16]=O, predict the reaction product. (7) Given the reactants [C:1]([O:5][C:6]([N:8]1[CH2:12][CH2:11][C@@H:10]([OH:13])[CH2:9]1)=[O:7])([CH3:4])([CH3:3])[CH3:2].[H-].[Na+].[CH3:16]I, predict the reaction product. The product is: [CH3:16][O:13][C@@H:10]1[CH2:11][CH2:12][N:8]([C:6]([O:5][C:1]([CH3:4])([CH3:2])[CH3:3])=[O:7])[CH2:9]1. (8) The product is: [Cl:3][CH2:20][C:16]1[N:17]=[CH:18][N:19]=[C:14]([NH:13][C:8]2[CH:9]=[CH:10][C:11]([Cl:12])=[C:6]([Cl:5])[CH:7]=2)[CH:15]=1. Given the reactants S(Cl)([Cl:3])=O.[Cl:5][C:6]1[CH:7]=[C:8]([NH:13][C:14]2[N:19]=[CH:18][N:17]=[C:16]([CH2:20]O)[CH:15]=2)[CH:9]=[CH:10][C:11]=1[Cl:12], predict the reaction product.